The task is: Predict the reactants needed to synthesize the given product.. This data is from Full USPTO retrosynthesis dataset with 1.9M reactions from patents (1976-2016). Given the product [Br:12][C:13]1[C:18]([C:19]([F:20])([F:21])[F:22])=[CH:17][CH:16]=[C:15]2[C:14]=1[CH2:23][CH2:24][C:25]2=[O:27], predict the reactants needed to synthesize it. The reactants are: C(Cl)(=O)C(Cl)=O.CN(C)C=O.[Br:12][C:13]1[C:18]([C:19]([F:22])([F:21])[F:20])=[CH:17][CH:16]=[CH:15][C:14]=1[CH2:23][CH2:24][C:25]([OH:27])=O.